This data is from NCI-60 drug combinations with 297,098 pairs across 59 cell lines. The task is: Regression. Given two drug SMILES strings and cell line genomic features, predict the synergy score measuring deviation from expected non-interaction effect. (1) Drug 1: CC1OCC2C(O1)C(C(C(O2)OC3C4COC(=O)C4C(C5=CC6=C(C=C35)OCO6)C7=CC(=C(C(=C7)OC)O)OC)O)O. Drug 2: CC1=C(C(CCC1)(C)C)C=CC(=CC=CC(=CC(=O)O)C)C. Cell line: HL-60(TB). Synergy scores: CSS=37.5, Synergy_ZIP=-10.1, Synergy_Bliss=-17.1, Synergy_Loewe=-17.8, Synergy_HSA=-13.4. (2) Drug 1: CC1C(C(CC(O1)OC2CC(CC3=C2C(=C4C(=C3O)C(=O)C5=C(C4=O)C(=CC=C5)OC)O)(C(=O)C)O)N)O.Cl. Drug 2: CC1=C(C(=CC=C1)Cl)NC(=O)C2=CN=C(S2)NC3=CC(=NC(=N3)C)N4CCN(CC4)CCO. Cell line: SF-539. Synergy scores: CSS=33.3, Synergy_ZIP=8.48, Synergy_Bliss=11.5, Synergy_Loewe=-14.6, Synergy_HSA=12.4.